This data is from Catalyst prediction with 721,799 reactions and 888 catalyst types from USPTO. The task is: Predict which catalyst facilitates the given reaction. (1) Reactant: C([O:4][C@H:5]1[CH2:10][CH2:9][C@@:8]([C@H:12]2[CH2:20][CH2:19][C@@:18]3([CH3:21])[C@@H:14]([CH2:15][CH2:16][C:17]3=[CH2:22])[C@@H:13]2[CH2:23][C:24]#[N:25])([CH3:11])[C@@H:7]([CH2:26][O:27][Si:28]([C:31]([CH3:34])([CH3:33])[CH3:32])([CH3:30])[CH3:29])[CH2:6]1)(=O)C.[H-].[H-].[H-].[H-].[Li+].[Al+3]. Product: [NH2:25][CH2:24][CH2:23][C@@H:13]1[C@@H:12]([C@@:8]2([CH3:11])[CH2:9][CH2:10][C@H:5]([OH:4])[CH2:6][C@@H:7]2[CH2:26][O:27][Si:28]([C:31]([CH3:33])([CH3:32])[CH3:34])([CH3:30])[CH3:29])[CH2:20][CH2:19][C@@:18]2([CH3:21])[C@H:14]1[CH2:15][CH2:16][C:17]2=[CH2:22]. The catalyst class is: 1. (2) Reactant: [N+:1]([C:4]1[C:13]2[C:8](=[CH:9][CH:10]=[CH:11][CH:12]=2)[C:7]([O:14][CH2:15][CH2:16][C:17]2[CH:22]=[CH:21][N:20]=[CH:19][C:18]=2[NH2:23])=[CH:6][CH:5]=1)([O-])=O.CCOC(C)=O.C(Cl)Cl.[H][H]. Product: [NH2:1][C:4]1[C:13]2[C:8](=[CH:9][CH:10]=[CH:11][CH:12]=2)[C:7]([O:14][CH2:15][CH2:16][C:17]2[CH:22]=[CH:21][N:20]=[CH:19][C:18]=2[NH2:23])=[CH:6][CH:5]=1. The catalyst class is: 465.